This data is from NCI-60 drug combinations with 297,098 pairs across 59 cell lines. The task is: Regression. Given two drug SMILES strings and cell line genomic features, predict the synergy score measuring deviation from expected non-interaction effect. (1) Drug 1: C1CN1P(=S)(N2CC2)N3CC3. Drug 2: C1=CC=C(C=C1)NC(=O)CCCCCCC(=O)NO. Cell line: SR. Synergy scores: CSS=71.6, Synergy_ZIP=0.267, Synergy_Bliss=0.816, Synergy_Loewe=-2.51, Synergy_HSA=3.12. (2) Drug 1: C1=NC2=C(N1)C(=S)N=C(N2)N. Drug 2: CC1=CC=C(C=C1)C2=CC(=NN2C3=CC=C(C=C3)S(=O)(=O)N)C(F)(F)F. Cell line: MOLT-4. Synergy scores: CSS=47.5, Synergy_ZIP=-0.954, Synergy_Bliss=-1.19, Synergy_Loewe=-5.09, Synergy_HSA=0.515. (3) Drug 1: C1C(C(OC1N2C=C(C(=O)NC2=O)F)CO)O. Drug 2: CC12CCC3C(C1CCC2OP(=O)(O)O)CCC4=C3C=CC(=C4)OC(=O)N(CCCl)CCCl.[Na+]. Cell line: OVCAR3. Synergy scores: CSS=4.46, Synergy_ZIP=1.53, Synergy_Bliss=6.80, Synergy_Loewe=1.75, Synergy_HSA=2.14.